Predict the reactants needed to synthesize the given product. From a dataset of Full USPTO retrosynthesis dataset with 1.9M reactions from patents (1976-2016). (1) Given the product [Br:21][C:22]1[CH:27]=[CH:26][C:25]([CH2:28][CH:9]2[CH2:10][CH2:11][N:7]([CH:1]3[CH2:2][CH2:3][CH2:4][CH2:5][CH2:6]3)[C:8]2=[O:12])=[C:24]([Cl:30])[CH:23]=1, predict the reactants needed to synthesize it. The reactants are: [CH:1]1([N:7]2[CH2:11][CH2:10][CH2:9][C:8]2=[O:12])[CH2:6][CH2:5][CH2:4][CH2:3][CH2:2]1.[Li+].CC([N-]C(C)C)C.[Br:21][C:22]1[CH:27]=[CH:26][C:25]([CH2:28]Br)=[C:24]([Cl:30])[CH:23]=1. (2) Given the product [CH3:16][O:15][C:14]([C:9]1[CH2:10][C:5]2([CH2:6][CH2:7][C:8]=1[OH:11])[S:4][CH2:3][CH2:2][S:1]2)=[O:17], predict the reactants needed to synthesize it. The reactants are: [S:1]1[C:5]2([CH2:10][CH2:9][C:8](=[O:11])[CH2:7][CH2:6]2)[S:4][CH2:3][CH2:2]1.[H-].[Na+].[C:14](=O)([O:17]C)[O:15][CH3:16]. (3) Given the product [Cl:1][C:2]1[CH:7]=[CH:6][CH:5]=[CH:4][C:3]=1[C:8]1[C:9](=[O:24])[N:10]([C:18]2[CH:19]=[CH:20][CH:21]=[CH:22][CH:23]=2)[CH:11]=[C:12]([C:14]2[O:16][C:17]3[CH:29]=[CH:30][CH:31]=[CH:26][C:27]=3[N:28]=2)[CH:13]=1, predict the reactants needed to synthesize it. The reactants are: [Cl:1][C:2]1[CH:7]=[CH:6][CH:5]=[CH:4][C:3]=1[C:8]1[C:9](=[O:24])[N:10]([C:18]2[CH:23]=[CH:22][CH:21]=[CH:20][CH:19]=2)[CH:11]=[C:12]([C:14]([O:16][CH3:17])=O)[CH:13]=1.Br[C:26]1[C:27](=O)[N:28](C2C=CC=CC=2)[CH:29]=[C:30](C(OC)=O)[CH:31]=1.ClC1C=CC=CC=1B(O)O.C(Cl)(=O)C(Cl)=O.NC1C=CC=CC=1O. (4) Given the product [Br:3][C:4]1[C:5]([F:15])=[C:6]2[C:7](=[C:8]([C:9]([OH:11])=[O:10])[CH:12]=1)[NH:13][C:17]1[CH2:18][CH:19]([C:23]([O:25][CH2:26][CH3:27])=[O:24])[CH2:20][CH2:21][C:22]2=1, predict the reactants needed to synthesize it. The reactants are: Cl.Cl.[Br:3][C:4]1[C:5]([F:15])=[CH:6][C:7]([NH:13]N)=[C:8]([CH:12]=1)[C:9]([OH:11])=[O:10].O=[C:17]1[CH2:22][CH2:21][CH2:20][CH:19]([C:23]([O:25][CH2:26][CH3:27])=[O:24])[CH2:18]1. (5) Given the product [CH3:1][O:2][C:3](=[O:24])[CH2:4][C:5]1[C:14]([CH3:15])=[C:13]([C:16]2[CH:21]=[CH:20][C:19]([NH:22][C:25](=[O:27])[CH3:26])=[CH:18][CH:17]=2)[C:12]2[C:7](=[CH:8][CH:9]=[C:10]([Cl:23])[CH:11]=2)[CH:6]=1, predict the reactants needed to synthesize it. The reactants are: [CH3:1][O:2][C:3](=[O:24])[CH2:4][C:5]1[C:14]([CH3:15])=[C:13]([C:16]2[CH:21]=[CH:20][C:19]([NH2:22])=[CH:18][CH:17]=2)[C:12]2[C:7](=[CH:8][CH:9]=[C:10]([Cl:23])[CH:11]=2)[CH:6]=1.[C:25](OC(=O)C)(=[O:27])[CH3:26].N1C=CC=CC=1. (6) Given the product [N+:18]([C:15]1[CH:16]=[CH:17][C:12]([O:1][CH2:2][C:3]2[CH:8]=[CH:7][N:6]=[CH:5][CH:4]=2)=[CH:13][CH:14]=1)([O-:20])=[O:19], predict the reactants needed to synthesize it. The reactants are: [OH:1][CH2:2][C:3]1[CH:8]=[CH:7][N:6]=[CH:5][CH:4]=1.[OH-].[K+].Cl[C:12]1[CH:17]=[CH:16][C:15]([N+:18]([O-:20])=[O:19])=[CH:14][CH:13]=1.